Dataset: HIV replication inhibition screening data with 41,000+ compounds from the AIDS Antiviral Screen. Task: Binary Classification. Given a drug SMILES string, predict its activity (active/inactive) in a high-throughput screening assay against a specified biological target. The molecule is N#CC(=Cc1cc(O)c(O)c(O)c1)C(N)=O. The result is 0 (inactive).